This data is from Forward reaction prediction with 1.9M reactions from USPTO patents (1976-2016). The task is: Predict the product of the given reaction. (1) Given the reactants [OH:1][C:2]1[CH:10]=[CH:9][C:5]([CH2:6]C#N)=[CH:4][CH:3]=1.BrCC[C:14]1[CH:19]=CC(F)=CC=1.C(=O)([O-])[O-:22].[K+].[K+].[I-].[Na+], predict the reaction product. The product is: [CH3:14][CH2:19][O:22][C:2]([CH3:10])=[O:1].[CH3:2][CH2:3][CH2:4][CH:5]([CH3:9])[CH3:6]. (2) The product is: [Cl:1][C:2]1[CH:3]=[CH:4][C:5]([CH3:15])=[C:6]([N:8]2[C:12]([NH:13][C:25]([C:18]3[CH:17]=[N:16][N:20]4[CH:21]=[CH:22][CH:23]=[N:24][C:19]=34)=[O:26])=[CH:11][C:10]([CH3:14])=[N:9]2)[CH:7]=1. Given the reactants [Cl:1][C:2]1[CH:3]=[CH:4][C:5]([CH3:15])=[C:6]([N:8]2[C:12]([NH2:13])=[CH:11][C:10]([CH3:14])=[N:9]2)[CH:7]=1.[N:16]1[N:20]2[CH:21]=[CH:22][CH:23]=[N:24][C:19]2=[C:18]([C:25](O)=[O:26])[CH:17]=1.F[P-](F)(F)(F)(F)F.N1(O[P+](N2CCCC2)(N2CCCC2)N2CCCC2)C2N=CC=CC=2N=N1.C(N(CC)C(C)C)(C)C, predict the reaction product. (3) Given the reactants FC(F)(F)S(O[C:7]1[C:12]([CH3:13])=[CH:11][CH:10]=[C:9]([CH3:14])[C:8]=1[Si](C)(C)C)(=O)=O.[F-].[Cs+].[C:23]1([P:29]([O:33]CC)[O:30][CH2:31][CH3:32])[CH:28]=[CH:27][CH:26]=[CH:25][CH:24]=1.C(#N)C, predict the reaction product. The product is: [CH3:14][C:9]1[CH:10]=[CH:11][C:12]([CH3:13])=[CH:7][C:8]=1[P:29]([C:23]1[CH:28]=[CH:27][CH:26]=[CH:25][CH:24]=1)(=[O:33])[O:30][CH2:31][CH3:32].